Dataset: M1 muscarinic receptor antagonist screen with 61,756 compounds. Task: Binary Classification. Given a drug SMILES string, predict its activity (active/inactive) in a high-throughput screening assay against a specified biological target. (1) The compound is S(c1nc2CCN(Cc2cc1C#N)C)CC=1OC(N)=C(C(C1C(OCC)=O)c1ccccc1)C#N. The result is 0 (inactive). (2) The drug is S\1C(N2CCN(CC2)C(=O)C)=NC(=O)C1=C(/CC)C. The result is 0 (inactive). (3) The molecule is S(=O)(=O)(Nc1c(C(=O)Nc2cc3[nH]c(=O)[nH]c3cc2)cccc1)c1c(cc(F)cc1)C. The result is 0 (inactive).